Predict which catalyst facilitates the given reaction. From a dataset of Catalyst prediction with 721,799 reactions and 888 catalyst types from USPTO. (1) Reactant: [O:1]=[S:2]1(=[O:32])[C:7]2[CH:8]=[CH:9][CH:10]=[CH:11][C:6]=2[NH:5][C:4]([C:12]2[C:13](=[O:31])[N:14]([N:23]=[CH:24][C:25]3[N:26]=[C:27]([CH3:30])[S:28][CH:29]=3)[C:15]3[C:20]([C:21]=2[OH:22])=[CH:19][CH:18]=[CH:17][CH:16]=3)=[N:3]1.CO.[BH4-].[Li+].Cl. Product: [O:32]=[S:2]1(=[O:1])[C:7]2[CH:8]=[CH:9][CH:10]=[CH:11][C:6]=2[NH:5][C:4]([C:12]2[C:13](=[O:31])[N:14]([NH:23][CH2:24][C:25]3[N:26]=[C:27]([CH3:30])[S:28][CH:29]=3)[C:15]3[C:20]([C:21]=2[OH:22])=[CH:19][CH:18]=[CH:17][CH:16]=3)=[N:3]1. The catalyst class is: 30. (2) The catalyst class is: 95. Product: [N:15]([CH:2]1[C:14]2[CH:13]=[CH:12][CH:11]=[CH:10][C:9]=2[C:8]2[C:3]1=[CH:4][CH:5]=[CH:6][CH:7]=2)=[N+:16]=[N-:17]. Reactant: Br[CH:2]1[C:14]2[CH:13]=[CH:12][CH:11]=[CH:10][C:9]=2[C:8]2[C:3]1=[CH:4][CH:5]=[CH:6][CH:7]=2.[N-:15]=[N+:16]=[N-:17].[Na+].